From a dataset of Full USPTO retrosynthesis dataset with 1.9M reactions from patents (1976-2016). Predict the reactants needed to synthesize the given product. (1) The reactants are: C1(S([N:10]2[C:14]3=[N:15][CH:16]=[C:17]([Cl:19])[CH:18]=[C:13]3[C:12]([CH2:20][C:21]3[CH:22]=[N:23][C:24](S(C)(=O)=O)=[N:25][CH:26]=3)=[CH:11]2)(=O)=O)C=CC=CC=1.CN1CCCC1=O.[F:38][C:39]1[CH:44]=[CH:43][C:42]([C@@H:45]([NH2:47])[CH3:46])=[CH:41][CH:40]=1.[OH-].[K+]. Given the product [Cl:19][C:17]1[CH:18]=[C:13]2[C:12]([CH2:20][C:21]3[CH:26]=[N:25][C:24]([NH:47][C@H:45]([C:42]4[CH:43]=[CH:44][C:39]([F:38])=[CH:40][CH:41]=4)[CH3:46])=[N:23][CH:22]=3)=[CH:11][NH:10][C:14]2=[N:15][CH:16]=1, predict the reactants needed to synthesize it. (2) Given the product [Cl:1][C:2]1[CH:10]=[CH:9][CH:8]=[CH:7][C:3]=1[C:4]([NH:22][CH2:21][CH:20]([C:17]1[CH:18]=[N:19][C:14]([CH:11]2[CH2:12][CH2:13]2)=[CH:15][CH:16]=1)[CH2:23][C:24]1([C:27]([F:28])([F:29])[F:30])[CH2:26][CH2:25]1)=[O:6], predict the reactants needed to synthesize it. The reactants are: [Cl:1][C:2]1[CH:10]=[CH:9][CH:8]=[CH:7][C:3]=1[C:4]([OH:6])=O.[CH:11]1([C:14]2[N:19]=[CH:18][C:17]([CH:20]([CH2:23][C:24]3([C:27]([F:30])([F:29])[F:28])[CH2:26][CH2:25]3)[CH2:21][NH2:22])=[CH:16][CH:15]=2)[CH2:13][CH2:12]1. (3) Given the product [CH:1]1([C:7]2[CH:20]=[CH:19][C:10]([O:11][CH2:12][C@H:13]3[O:17][C:16]4=[N:18][C:29](=[O:30])[CH:28]=[C:27]([C:21]5[CH:26]=[CH:25][CH:24]=[CH:23][CH:22]=5)[N:15]4[CH2:14]3)=[CH:9][CH:8]=2)[CH2:2][CH2:3][CH2:4][CH2:5][CH2:6]1, predict the reactants needed to synthesize it. The reactants are: [CH:1]1([C:7]2[CH:20]=[CH:19][C:10]([O:11][CH2:12][C@H:13]3[O:17][C:16]([NH2:18])=[N:15][CH2:14]3)=[CH:9][CH:8]=2)[CH2:6][CH2:5][CH2:4][CH2:3][CH2:2]1.[C:21]1([C:27]#[C:28][C:29](OCC)=[O:30])[CH:26]=[CH:25][CH:24]=[CH:23][CH:22]=1. (4) Given the product [CH2:3]([O:10][C:11]1[CH:12]=[C:13]([N:22]([C:23]([O:25][C:26]([CH3:29])([CH3:28])[CH3:27])=[O:24])[CH2:31][CH2:32][CH:33]([O:36][CH3:37])[O:34][CH3:35])[C:14]([I:21])=[C:15]2[C:20]=1[N:19]=[CH:18][CH:17]=[CH:16]2)[C:4]1[CH:5]=[CH:6][CH:7]=[CH:8][CH:9]=1, predict the reactants needed to synthesize it. The reactants are: [H-].[Na+].[CH2:3]([O:10][C:11]1[CH:12]=[C:13]([NH:22][C:23]([O:25][C:26]([CH3:29])([CH3:28])[CH3:27])=[O:24])[C:14]([I:21])=[C:15]2[C:20]=1[N:19]=[CH:18][CH:17]=[CH:16]2)[C:4]1[CH:9]=[CH:8][CH:7]=[CH:6][CH:5]=1.Br[CH2:31][CH2:32][CH:33]([O:36][CH3:37])[O:34][CH3:35].P([O-])([O-])([O-])=O. (5) Given the product [CH2:26]([O:25][C:11]1[CH:12]=[C:13]([O:17][CH2:18][C:19]2[CH:24]=[CH:23][CH:22]=[CH:21][CH:20]=2)[C:14]([Br:16])=[CH:15][C:10]=1[C:9]([OH:33])=[O:8])[C:27]1[CH:28]=[CH:29][CH:30]=[CH:31][CH:32]=1, predict the reactants needed to synthesize it. The reactants are: C([O:8][C:9](=[O:33])[C:10]1[CH:15]=[C:14]([Br:16])[C:13]([O:17][CH2:18][C:19]2[CH:24]=[CH:23][CH:22]=[CH:21][CH:20]=2)=[CH:12][C:11]=1[O:25][CH2:26][C:27]1[CH:32]=[CH:31][CH:30]=[CH:29][CH:28]=1)C1C=CC=CC=1.[OH-].[Na+].Cl. (6) Given the product [CH3:29][C:10]1([CH3:30])[CH2:9][C:8]2[C:13](=[CH:14][CH:15]=[C:6]([C:4]([OH:5])=[O:3])[CH:7]=2)[NH:12][CH:11]1[C:16]1[CH:21]=[CH:20][CH:19]=[C:18]([N:22]([CH3:28])[C:23]([N:25]([CH3:27])[CH3:26])=[O:24])[CH:17]=1, predict the reactants needed to synthesize it. The reactants are: C([O:3][C:4]([C:6]1[CH:7]=[C:8]2[C:13](=[CH:14][CH:15]=1)[NH:12][CH:11]([C:16]1[CH:21]=[CH:20][CH:19]=[C:18]([N:22]([CH3:28])[C:23]([N:25]([CH3:27])[CH3:26])=[O:24])[CH:17]=1)[C:10]([CH3:30])([CH3:29])[CH2:9]2)=[O:5])C.Cl. (7) Given the product [CH2:32]([O:33][C:34]([NH:1][CH:2]1[CH2:7][CH2:6][N:5]([C:8]([O:10][C:11]([CH3:14])([CH3:13])[CH3:12])=[O:9])[CH:4]([C:15]2[CH:16]=[CH:17][CH:18]=[CH:19][CH:20]=2)[CH2:3]1)=[O:35])[C:29]1[CH:30]=[CH:31][CH:26]=[CH:27][CH:28]=1, predict the reactants needed to synthesize it. The reactants are: [NH2:1][CH:2]1[CH2:7][CH2:6][N:5]([C:8]([O:10][C:11]([CH3:14])([CH3:13])[CH3:12])=[O:9])[CH:4]([C:15]2[CH:20]=[CH:19][CH:18]=[CH:17][CH:16]=2)[CH2:3]1.C([O-])(O)=O.[Na+].[CH:26]1[CH:31]=[CH:30][C:29]([CH2:32][O:33][C:34](Cl)=[O:35])=[CH:28][CH:27]=1. (8) Given the product [CH:1]1([N:6]2[CH2:12][C:11]([F:14])([F:13])[C:10](=[O:15])[N:9]([CH3:16])[C:8]3[CH:17]=[N:18][C:19]([NH:21][C:22]4[C:30]([F:31])=[CH:29][C:25]([C:26]([NH2:41])=[O:28])=[C:24]([F:32])[CH:23]=4)=[N:20][C:7]2=3)[CH2:2][CH2:3][CH2:4][CH2:5]1, predict the reactants needed to synthesize it. The reactants are: [CH:1]1([N:6]2[CH2:12][C:11]([F:14])([F:13])[C:10](=[O:15])[N:9]([CH3:16])[C:8]3[CH:17]=[N:18][C:19]([NH:21][C:22]4[C:30]([F:31])=[CH:29][C:25]([C:26]([OH:28])=O)=[C:24]([F:32])[CH:23]=4)=[N:20][C:7]2=3)[CH2:5][CH2:4][CH2:3][CH2:2]1.F[P-](F)(F)(F)(F)F.C[N:41](C(N(C)C)=[N+]1C2C(=NC=CC=2)[N+]([O-])=N1)C.C(N(C(C)C)CC)(C)C.[Cl-].[NH4+]. (9) Given the product [F:35][C:31]1[CH:30]=[C:29]2[C:34]([C:25]([NH:23][C:12]3[C:11]([C:8]4[CH:7]=[CH:6][C:5]([S:2]([CH3:1])(=[O:3])=[O:4])=[CH:10][CH:9]=4)=[CH:16][N:15]=[C:14]([N:17]4[CH2:22][CH2:21][O:20][CH2:19][CH2:18]4)[CH:13]=3)=[C:26]([CH3:42])[C:27]([C:36]3[CH:41]=[CH:40][CH:39]=[CH:38][N:37]=3)=[N:28]2)=[CH:33][CH:32]=1, predict the reactants needed to synthesize it. The reactants are: [CH3:1][S:2]([C:5]1[CH:10]=[CH:9][C:8]([C:11]2[C:12]([NH2:23])=[CH:13][C:14]([N:17]3[CH2:22][CH2:21][O:20][CH2:19][CH2:18]3)=[N:15][CH:16]=2)=[CH:7][CH:6]=1)(=[O:4])=[O:3].Cl[C:25]1[C:34]2[C:29](=[CH:30][C:31]([F:35])=[CH:32][CH:33]=2)[N:28]=[C:27]([C:36]2[CH:41]=[CH:40][CH:39]=[CH:38][N:37]=2)[C:26]=1[CH3:42].C1(P(C2CCCCC2)C2C=CC=CC=2C2C(C(C)C)=CC(C(C)C)=CC=2C(C)C)CCCCC1.CC(C)([O-])C.[Na+].